This data is from Full USPTO retrosynthesis dataset with 1.9M reactions from patents (1976-2016). The task is: Predict the reactants needed to synthesize the given product. (1) Given the product [CH3:8][O:9][C:10]([C:12]1[CH:17]=[C:16]([N:18]2[CH2:23][CH2:22][NH:21][C@H:20]([CH3:31])[CH2:19]2)[N:15]=[C:14]([C:32]2[CH:37]=[CH:36][N:35]=[C:34]([NH:38][CH:39]3[CH2:44][CH2:43][CH2:42][CH2:41][CH2:40]3)[CH:33]=2)[CH:13]=1)=[O:11], predict the reactants needed to synthesize it. The reactants are: C(O)(C(F)(F)F)=O.[CH3:8][O:9][C:10]([C:12]1[CH:17]=[C:16]([N:18]2[CH2:23][CH2:22][N:21](C(OC(C)(C)C)=O)[C@H:20]([CH3:31])[CH2:19]2)[N:15]=[C:14]([C:32]2[CH:37]=[CH:36][N:35]=[C:34]([NH:38][CH:39]3[CH2:44][CH2:43][CH2:42][CH2:41][CH2:40]3)[CH:33]=2)[CH:13]=1)=[O:11]. (2) Given the product [CH3:12][N:13]([CH3:20])[CH:14]1[CH2:19][CH2:18][N:17]([C:2]2[N:7]=[C:6]([NH2:8])[C:5]([N+:9]([O-:11])=[O:10])=[CH:4][CH:3]=2)[CH2:16][CH2:15]1, predict the reactants needed to synthesize it. The reactants are: Cl[C:2]1[N:7]=[C:6]([NH2:8])[C:5]([N+:9]([O-:11])=[O:10])=[CH:4][CH:3]=1.[CH3:12][N:13]([CH3:20])[CH:14]1[CH2:19][CH2:18][NH:17][CH2:16][CH2:15]1.C([O-])([O-])=O.[K+].[K+].CN(C=O)C.O. (3) Given the product [ClH:35].[NH:25]1[CH2:26][CH2:27][CH:22]([C:21]2[C:16]([O:15][CH:13]3[CH2:12][N:11]([C:2]4[CH:3]=[CH:4][C:5]5[C:10](=[CH:9][CH:8]=[CH:7][CH:6]=5)[N:1]=4)[CH2:14]3)=[N:17][CH:18]=[N:19][CH:20]=2)[CH2:23][CH2:24]1, predict the reactants needed to synthesize it. The reactants are: [N:1]1[C:10]2[C:5](=[CH:6][CH:7]=[CH:8][CH:9]=2)[CH:4]=[CH:3][C:2]=1[N:11]1[CH2:14][CH:13]([O:15][C:16]2[C:21]([CH:22]3[CH2:27][CH2:26][N:25](C(OC(C)(C)C)=O)[CH2:24][CH2:23]3)=[CH:20][N:19]=[CH:18][N:17]=2)[CH2:12]1.[ClH:35].CO. (4) The reactants are: [CH3:1][C:2]1[C:3]([C:18]2[CH:27]=[CH:26][C:25]3[C:20](=[CH:21][CH:22]=[CH:23][CH:24]=3)[CH:19]=2)=[C:4]([C:9]2[C:14]([F:15])=[CH:13][C:12]([F:16])=[CH:11][C:10]=2[F:17])[C:5](=O)[NH:6][N:7]=1.P(Cl)(Cl)([Cl:30])=O. Given the product [Cl:30][C:5]1[N:6]=[N:7][C:2]([CH3:1])=[C:3]([C:18]2[CH:27]=[CH:26][C:25]3[C:20](=[CH:21][CH:22]=[CH:23][CH:24]=3)[CH:19]=2)[C:4]=1[C:9]1[C:14]([F:15])=[CH:13][C:12]([F:16])=[CH:11][C:10]=1[F:17], predict the reactants needed to synthesize it. (5) The reactants are: [CH:1]1([CH2:4][O:5][C:6]2[N:11]=[C:10]([C:12]([NH:14][C:15]3([CH2:21][C:22](O)=[O:23])[CH2:18][S:17](=[O:20])(=[O:19])[CH2:16]3)=[O:13])[CH:9]=[CH:8][C:7]=2[C:25]2([OH:29])[CH2:28][CH2:27][CH2:26]2)[CH2:3][CH2:2]1.C1N=C[N:32](C(N2C=NC=C2)=O)C=1.N. Given the product [NH2:32][C:22](=[O:23])[CH2:21][C:15]1([NH:14][C:12]([C:10]2[CH:9]=[CH:8][C:7]([C:25]3([OH:29])[CH2:26][CH2:27][CH2:28]3)=[C:6]([O:5][CH2:4][CH:1]3[CH2:2][CH2:3]3)[N:11]=2)=[O:13])[CH2:16][S:17](=[O:19])(=[O:20])[CH2:18]1, predict the reactants needed to synthesize it. (6) Given the product [CH3:16][O:15][CH:3]([O:2][CH3:1])[C:4]1[CH:5]=[C:6]([NH:7][C:29](=[O:30])[O:28][C:25]([CH3:27])([CH3:26])[CH3:24])[CH:8]=[C:9]([C:11]([F:12])([F:13])[F:14])[CH:10]=1, predict the reactants needed to synthesize it. The reactants are: [CH3:1][O:2][CH:3]([O:15][CH3:16])[C:4]1[CH:5]=[C:6]([CH:8]=[C:9]([C:11]([F:14])([F:13])[F:12])[CH:10]=1)[NH2:7].C(N(CC)CC)C.[CH3:24][C:25]([O:28][C:29](O[C:29]([O:28][C:25]([CH3:27])([CH3:26])[CH3:24])=[O:30])=[O:30])([CH3:27])[CH3:26].